From a dataset of Forward reaction prediction with 1.9M reactions from USPTO patents (1976-2016). Predict the product of the given reaction. Given the reactants [CH2:1]1[NH:13][CH2:12][C:11]2[NH:10][C:9]3[CH:8]=[CH:7][CH:6]=[C:5]4[C:14](=[O:17])[NH:15][N:16]=[C:2]1[C:3]=2[C:4]=34.[C:18]([O:22][C:23]([NH:25][C@@H:26]([CH2:30][C:31]1[CH:36]=[CH:35][CH:34]=[CH:33][CH:32]=1)[C:27](O)=[O:28])=[O:24])([CH3:21])([CH3:20])[CH3:19].NC(C)(C)C(N1CC2NC3C=CC=C4C(=O)NN=C(C=2C=34)C1)=O, predict the reaction product. The product is: [O:28]=[C:27]([N:13]1[CH2:12][C:11]2[NH:10][C:9]3[CH:8]=[CH:7][CH:6]=[C:5]4[C:14](=[O:17])[NH:15][N:16]=[C:2]([C:3]=2[C:4]=34)[CH2:1]1)[C@@H:26]([NH:25][C:23](=[O:24])[O:22][C:18]([CH3:20])([CH3:19])[CH3:21])[CH2:30][C:31]1[CH:36]=[CH:35][CH:34]=[CH:33][CH:32]=1.